This data is from Full USPTO retrosynthesis dataset with 1.9M reactions from patents (1976-2016). The task is: Predict the reactants needed to synthesize the given product. (1) Given the product [NH:7]1[C:8]2[C:4](=[CH:3][C:2]([N:1]=[CH:13][N:14]([CH3:16])[CH3:15])=[CH:10][CH:9]=2)[CH:5]=[CH:6]1, predict the reactants needed to synthesize it. The reactants are: [NH2:1][C:2]1[CH:3]=[C:4]2[C:8](=[CH:9][CH:10]=1)[NH:7][CH:6]=[CH:5]2.CO[CH:13](OC)[N:14]([CH3:16])[CH3:15]. (2) Given the product [Si:9]([O:8][CH2:7][C:5]1[N:6]=[C:2]([C:23](=[O:25])[CH3:24])[S:3][CH:4]=1)([C:12]([CH3:15])([CH3:14])[CH3:13])([CH3:11])[CH3:10], predict the reactants needed to synthesize it. The reactants are: Br[C:2]1[S:3][CH:4]=[C:5]([CH2:7][O:8][Si:9]([C:12]([CH3:15])([CH3:14])[CH3:13])([CH3:11])[CH3:10])[N:6]=1.C([Li])CCC.CN(C)[C:23](=[O:25])[CH3:24]. (3) Given the product [F:21][C:22]1[CH:29]=[CH:28][C:25]([CH2:26][N:14]2[C:13](=[O:16])[C:12]([C:17]([O:19][CH3:20])=[O:18])=[CH:11][C:10]([C:4]3[CH:5]=[CH:6][C:7]([O:8][CH3:9])=[C:2]([F:1])[CH:3]=3)=[N:15]2)=[CH:24][CH:23]=1, predict the reactants needed to synthesize it. The reactants are: [F:1][C:2]1[CH:3]=[C:4]([C:10]2[CH:11]=[C:12]([C:17]([O:19][CH3:20])=[O:18])[C:13](=[O:16])[NH:14][N:15]=2)[CH:5]=[CH:6][C:7]=1[O:8][CH3:9].[F:21][C:22]1[CH:29]=[CH:28][C:25]([CH2:26]Cl)=[CH:24][CH:23]=1.